Task: Predict the product of the given reaction.. Dataset: Forward reaction prediction with 1.9M reactions from USPTO patents (1976-2016) Given the reactants C(OC([N:8]1[CH2:13][CH2:12][CH:11]([C:14]2[S:15][C:16]([CH2:20][O:21][C:22]3[CH:27]=[CH:26][C:25]([N:28]4[CH:32]=[N:31][N:30]=[N:29]4)=[CH:24][CH:23]=3)=[C:17]([CH3:19])[N:18]=2)[CH2:10][CH2:9]1)=O)(C)(C)C.[ClH:33], predict the reaction product. The product is: [CH3:19][C:17]1[N:18]=[C:14]([CH:11]2[CH2:12][CH2:13][NH:8][CH2:9][CH2:10]2)[S:15][C:16]=1[CH2:20][O:21][C:22]1[CH:27]=[CH:26][C:25]([N:28]2[CH:32]=[N:31][N:30]=[N:29]2)=[CH:24][CH:23]=1.[ClH:33].